From a dataset of Forward reaction prediction with 1.9M reactions from USPTO patents (1976-2016). Predict the product of the given reaction. (1) Given the reactants [F:1][C:2]([F:31])([F:30])[C:3]1[C:11]([O:12][C@H:13]2[CH2:18][CH2:17][CH2:16][C@H:15]([N:19]3C(=O)C4C(=CC=CC=4)C3=O)[CH2:14]2)=[CH:10][CH:9]=[C:8]2[C:4]=1[CH:5]=[N:6][NH:7]2.CN.CO, predict the reaction product. The product is: [F:30][C:2]([F:1])([F:31])[C:3]1[C:11]([O:12][C@H:13]2[CH2:18][CH2:17][CH2:16][C@H:15]([NH2:19])[CH2:14]2)=[CH:10][CH:9]=[C:8]2[C:4]=1[CH:5]=[N:6][NH:7]2. (2) The product is: [NH2:12][C:10]1[CH:9]=[CH:8][C:7]([S:19]([NH:23][C:24]2[CH:25]=[CH:26][C:27]3[CH2:31][O:30][B:29]([OH:32])[C:28]=3[CH:33]=2)(=[O:20])=[O:21])=[C:6]([CH2:5][S:2]([CH3:1])(=[O:3])=[O:4])[CH:11]=1. Given the reactants [CH3:1][S:2]([CH2:5][C:6]1[CH:11]=[C:10]([NH:12]C(=O)C(F)(F)F)[CH:9]=[CH:8][C:7]=1[S:19](Cl)(=[O:21])=[O:20])(=[O:4])=[O:3].[NH2:23][C:24]1[CH:25]=[CH:26][C:27]2[CH2:31][O:30][B:29]([OH:32])[C:28]=2[CH:33]=1.N1C=CC=CC=1, predict the reaction product. (3) The product is: [CH3:1][O:2][C:3]1[CH:8]=[CH:7][C:6]([O:9][CH3:10])=[CH:5][C:4]=1[C:15]1[N:20]=[C:19]([NH2:21])[N:18]=[C:17]([NH:22][CH3:23])[CH:16]=1. Given the reactants [CH3:1][O:2][C:3]1[CH:8]=[CH:7][C:6]([O:9][CH3:10])=[CH:5][C:4]=1B(O)O.I[C:15]1[N:20]=[C:19]([NH2:21])[N:18]=[C:17]([NH:22][CH3:23])[CH:16]=1, predict the reaction product. (4) Given the reactants [CH2:1]([C:3]1[CH:8]=[CH:7][CH:6]=[C:5]([CH2:9][CH3:10])[C:4]=1[N:11]=[C:12]([C:14]1[CH:19]=[CH:18][CH:17]=[C:16]([C:20](=O)[CH3:21])[N:15]=1)[CH3:13])[CH3:2].[C-:23]1([NH2:28])[CH:27]=[CH:26][CH:25]=[CH:24]1.[CH-:29]1[CH:33]=[CH:32][CH:31]=[CH:30]1.[Fe+2:34], predict the reaction product. The product is: [CH2:1]([C:3]1[CH:8]=[CH:7][CH:6]=[C:5]([CH2:9][CH3:10])[C:4]=1[N:11]=[C:12]([C:14]1[CH:19]=[CH:18][CH:17]=[C:16]([C:20](=[N:28][C-:23]2[CH:27]=[CH:26][CH:25]=[CH:24]2)[CH3:21])[N:15]=1)[CH3:13])[CH3:2].[CH-:29]1[CH:33]=[CH:32][CH:31]=[CH:30]1.[Fe+2:34]. (5) Given the reactants [CH2:1]([Mg]Br)[C:2]1[CH:7]=[CH:6][CH:5]=[CH:4][CH:3]=1.CN(C)[C:12]1[S:16][C:15]2[CH:17]=[C:18]([O:21][CH3:22])[CH:19]=[CH:20][C:14]=2[C:13]=1[C:23]([C:25]1[CH:30]=[CH:29][C:28]([O:31][CH2:32][CH2:33][N:34]2[CH2:39][CH2:38][CH2:37][CH2:36][CH2:35]2)=[CH:27][CH:26]=1)=[O:24], predict the reaction product. The product is: [CH2:1]([C:12]1[S:16][C:15]2[CH:17]=[C:18]([O:21][CH3:22])[CH:19]=[CH:20][C:14]=2[C:13]=1[C:23]([C:25]1[CH:30]=[CH:29][C:28]([O:31][CH2:32][CH2:33][N:34]2[CH2:39][CH2:38][CH2:37][CH2:36][CH2:35]2)=[CH:27][CH:26]=1)=[O:24])[C:2]1[CH:7]=[CH:6][CH:5]=[CH:4][CH:3]=1. (6) Given the reactants [OH-].[Na+].C(O)C.C1COCC1.[F:11][C:12]1[CH:21]=[C:20]([F:22])[CH:19]=[C:18]2[C:13]=1[C:14]([NH:30][C:31]1[C:36]([C:37]([O:39]CC)=[O:38])=[CH:35][N:34]=[C:33]([N:42]3[CH2:47][CH2:46][O:45][CH2:44][CH2:43]3)[N:32]=1)=[C:15]([CH3:29])[C:16]([C:23]1[CH:28]=[CH:27][CH:26]=[CH:25][N:24]=1)=[N:17]2, predict the reaction product. The product is: [F:11][C:12]1[CH:21]=[C:20]([F:22])[CH:19]=[C:18]2[C:13]=1[C:14]([NH:30][C:31]1[C:36]([C:37]([OH:39])=[O:38])=[CH:35][N:34]=[C:33]([N:42]3[CH2:47][CH2:46][O:45][CH2:44][CH2:43]3)[N:32]=1)=[C:15]([CH3:29])[C:16]([C:23]1[CH:28]=[CH:27][CH:26]=[CH:25][N:24]=1)=[N:17]2. (7) Given the reactants Br[C:2]1[C:10]2[C:5](=[CH:6][N:7]=[C:8]([C:11]3[C:16]([CH2:17][CH3:18])=[CH:15][CH:14]=[CH:13][C:12]=3[CH2:19][CH3:20])[CH:9]=2)[N:4]([C:21]2[CH:26]=[CH:25][C:24]([CH:27]([CH3:29])[CH3:28])=[CH:23][CH:22]=2)[CH:3]=1.C([Sn](CCCC)(CCCC)[C:35]1[S:36][CH:37]=[CH:38][N:39]=1)CCC.CN(C=O)C, predict the reaction product. The product is: [CH2:19]([C:12]1[CH:13]=[CH:14][CH:15]=[C:16]([CH2:17][CH3:18])[C:11]=1[C:8]1[CH:9]=[C:10]2[C:2]([C:35]3[S:36][CH:37]=[CH:38][N:39]=3)=[CH:3][N:4]([C:21]3[CH:22]=[CH:23][C:24]([CH:27]([CH3:29])[CH3:28])=[CH:25][CH:26]=3)[C:5]2=[CH:6][N:7]=1)[CH3:20]. (8) Given the reactants [Br:1]Br.[CH2:3]([C:7]12[CH2:19][C:18](=[O:20])[CH:17]=[C:8]1[C:9]1[CH:10]=[CH:11][C:12]([OH:16])=[CH:13][C:14]=1[CH2:15]2)[CH2:4][CH2:5][CH3:6].C([O-])(O)=O.[Na+], predict the reaction product. The product is: [Br:1][C:17]1[C:18](=[O:20])[CH2:19][C:7]2([CH2:3][CH2:4][CH2:5][CH3:6])[CH2:15][C:14]3[CH:13]=[C:12]([OH:16])[CH:11]=[CH:10][C:9]=3[C:8]=12. (9) Given the reactants [CH:1]([C:3]1[CH:8]=[CH:7][CH:6]=[CH:5][C:4]=1[N:9]1[CH2:14][CH2:13][N:12]([C:15]([O:17][C:18]([CH3:21])([CH3:20])[CH3:19])=[O:16])[CH2:11][CH2:10]1)=O.[CH3:22][NH:23][CH3:24].[BH-](OC(C)=O)(OC(C)=O)OC(C)=O.[Na+], predict the reaction product. The product is: [CH3:22][N:23]([CH2:1][C:3]1[CH:8]=[CH:7][CH:6]=[CH:5][C:4]=1[N:9]1[CH2:14][CH2:13][N:12]([C:15]([O:17][C:18]([CH3:21])([CH3:20])[CH3:19])=[O:16])[CH2:11][CH2:10]1)[CH3:24]. (10) The product is: [CH3:14][C:15]1[C:19]([C:20]2[C:21]([O:44][CH3:45])=[CH:22][C:23]3[C:24]4[NH:34][C:33](=[O:43])[O:32][C:25]=4[C:26]([CH2:30][OH:31])=[N:27][C:28]=3[CH:29]=2)=[C:18]([CH3:46])[O:17][N:16]=1. Given the reactants S(O)(C)(=O)=O.C1(OC)C=CC=CC=1.[CH3:14][C:15]1[C:19]([C:20]2[C:21]([O:44][CH3:45])=[CH:22][C:23]3[C:24]4[N:34]([C@@H](C5C=CC=CC=5)C)[C:33](=[O:43])[O:32][C:25]=4[C:26]([CH2:30][OH:31])=[N:27][C:28]=3[CH:29]=2)=[C:18]([CH3:46])[O:17][N:16]=1.C([O-])(O)=O.[Na+], predict the reaction product.